Dataset: Catalyst prediction with 721,799 reactions and 888 catalyst types from USPTO. Task: Predict which catalyst facilitates the given reaction. (1) Reactant: [CH:1]([NH:4][C:5]1[C:14]2[C:9](=[CH:10][C:11]([OH:17])=[C:12]([O:15][CH3:16])[CH:13]=2)[N:8]=[CH:7][N:6]=1)([CH3:3])[CH3:2].Br[CH2:19][C:20]1[CH:21]=[C:22]([S:26]([CH2:34][CH3:35])(=[N:28][C:29]([O:31][CH2:32][CH3:33])=[O:30])=[O:27])[CH:23]=[CH:24][CH:25]=1.C(=O)([O-])[O-].[K+].[K+]. Product: [CH2:32]([O:31][C:29]([N:28]=[S:26]([CH2:34][CH3:35])([C:22]1[CH:23]=[CH:24][CH:25]=[C:20]([CH2:19][O:17][C:11]2[CH:10]=[C:9]3[C:14]([C:5]([NH:4][CH:1]([CH3:3])[CH3:2])=[N:6][CH:7]=[N:8]3)=[CH:13][C:12]=2[O:15][CH3:16])[CH:21]=1)=[O:27])=[O:30])[CH3:33]. The catalyst class is: 372. (2) Reactant: [Cl:1][C:2]1[N:3]=[C:4]([C:9]([NH:11][C:12]2[CH:17]=[CH:16][C:15]([C:18]3[O:19][C:20]([CH2:28][CH3:29])=[C:21]([C:23]([O:25]CC)=[O:24])[N:22]=3)=[CH:14][CH:13]=2)=[O:10])[NH:5][C:6]=1[CH2:7][CH3:8].[OH-].[Li+].CO. Product: [Cl:1][C:2]1[N:3]=[C:4]([C:9]([NH:11][C:12]2[CH:17]=[CH:16][C:15]([C:18]3[O:19][C:20]([CH2:28][CH3:29])=[C:21]([C:23]([OH:25])=[O:24])[N:22]=3)=[CH:14][CH:13]=2)=[O:10])[NH:5][C:6]=1[CH2:7][CH3:8]. The catalyst class is: 7. (3) The catalyst class is: 5. Reactant: [NH2:1][C:2]1[N:10]=[C:9]2[C:5]([N:6]=[CH:7][N:8]2[CH2:11][CH2:12][CH2:13][N:14]=[N+:15]=[N-:16])=[C:4]([O:17][CH2:18][C:19]2[CH:32]=[CH:31][C:22]([CH2:23][NH:24]C(=O)C(F)(F)F)=[CH:21][CH:20]=2)[N:3]=1.CN. Product: [NH2:1][C:2]1[N:10]=[C:9]2[C:5]([N:6]=[CH:7][N:8]2[CH2:11][CH2:12][CH2:13][N:14]=[N+:15]=[N-:16])=[C:4]([O:17][CH2:18][C:19]2[CH:20]=[CH:21][C:22]([CH2:23][NH2:24])=[CH:31][CH:32]=2)[N:3]=1. (4) Reactant: [ClH:1].C(OCC)(=O)C.[CH3:8][O:9][C:10]1[CH:11]=[C:12]([CH2:16][CH2:17][O:18][C:19]2[N:24]=[C:23]([C:25]3[CH:26]=[C:27]([CH:41]=[CH:42][CH:43]=3)[C:28]([NH:30][CH2:31][CH2:32][NH:33]C(=O)OC(C)(C)C)=[O:29])[CH:22]=[CH:21][CH:20]=2)[CH:13]=[CH:14][CH:15]=1. Product: [ClH:1].[NH2:33][CH2:32][CH2:31][NH:30][C:28](=[O:29])[C:27]1[CH:41]=[CH:42][CH:43]=[C:25]([C:23]2[CH:22]=[CH:21][CH:20]=[C:19]([O:18][CH2:17][CH2:16][C:12]3[CH:13]=[CH:14][CH:15]=[C:10]([O:9][CH3:8])[CH:11]=3)[N:24]=2)[CH:26]=1. The catalyst class is: 13. (5) Reactant: [C:1]([C:5]1[CH:6]=[C:7]([C:15]([O:17]C)=[O:16])[CH:8]=[C:9]([CH:14]=1)[C:10]([O:12][CH3:13])=[O:11])([CH3:4])([CH3:3])[CH3:2].[OH-].[Na+]. Product: [C:1]([C:5]1[CH:6]=[C:7]([CH:8]=[C:9]([C:10]([O:12][CH3:13])=[O:11])[CH:14]=1)[C:15]([OH:17])=[O:16])([CH3:4])([CH3:2])[CH3:3]. The catalyst class is: 24. (6) Reactant: [CH3:1][O:2][C:3]1[CH:8]=[CH:7][C:6](NCC)=[CH:5][CH:4]=1.[CH2:12]([N:14](CC)[CH2:15][CH3:16])[CH3:13].C(OC(=O)C)(=[O:21])C. Product: [CH3:1][O:2][C:3]1[CH:4]=[CH:5][C:6]([CH2:13][CH2:12][NH:14][C:15](=[O:21])[CH3:16])=[CH:7][CH:8]=1. The catalyst class is: 4. (7) The catalyst class is: 224. Product: [CH3:1][N:2]1[CH2:7][CH2:6][N:5]([C:9]2[CH:10]=[CH:11][C:12]([C:15]3[CH:19]=[C:18](/[CH:20]=[CH:21]/[C:22]4[CH:23]=[CH:24][C:25]([OH:28])=[CH:26][CH:27]=4)[NH:17][N:16]=3)=[CH:13][CH:14]=2)[CH2:4][CH2:3]1. Reactant: [CH3:1][N:2]1[CH2:7][CH2:6][NH:5][CH2:4][CH2:3]1.Cl[C:9]1[CH:14]=[CH:13][C:12]([C:15]2[CH:19]=[C:18](/[CH:20]=[CH:21]/[C:22]3[CH:27]=[CH:26][C:25]([OH:28])=[CH:24][CH:23]=3)[NH:17][N:16]=2)=[CH:11][CH:10]=1.CC([O-])(C)C.[Na+]. (8) Reactant: C[N:2](C)/[CH:3]=[CH:4]/[C:5](=[C:19]([C:22]#[N:23])[C:20]#[N:21])[C:6]1[CH:15]=[CH:14][C:13]2[C:8](=[CH:9][CH:10]=[C:11]([N:16]([CH3:18])[CH3:17])[CH:12]=2)[CH:7]=1.[Cl-].[OH:26][NH3+]. Product: [NH2:21][C:20]1[N+:2]([O-:26])=[CH:3][CH:4]=[C:5]([C:6]2[CH:7]=[CH:8][C:9]3[C:14](=[CH:13][CH:12]=[C:11]([N:16]([CH3:17])[CH3:18])[CH:10]=3)[CH:15]=2)[C:19]=1[C:22]#[N:23]. The catalyst class is: 5. (9) Reactant: [C:1]([CH2:4][CH2:5][C:6]1[CH:22]=[C:21]([C:23](=[O:37])[C:24]2[CH:29]=[CH:28][C:27]([O:30][CH:31]3[CH2:35][CH2:34][CH2:33][CH2:32]3)=[CH:26][C:25]=2[OH:36])[CH:20]=[CH:19][C:7]=1[O:8][CH2:9][C:10]1[CH:18]=[CH:17][C:13]([C:14]([OH:16])=[O:15])=[CH:12][CH:11]=1)([OH:3])=[O:2].Cl.[CH2:39](O)[CH3:40]. Product: [CH:31]1([O:30][C:27]2[CH:28]=[CH:29][C:24]([C:23]([C:21]3[CH:20]=[CH:19][C:7]([O:8][CH2:9][C:10]4[CH:11]=[CH:12][C:13]([C:14]([OH:16])=[O:15])=[CH:17][CH:18]=4)=[C:6]([CH2:5][CH2:4][C:1]([O:3][CH2:39][CH3:40])=[O:2])[CH:22]=3)=[O:37])=[C:25]([OH:36])[CH:26]=2)[CH2:32][CH2:33][CH2:34][CH2:35]1. The catalyst class is: 2. (10) Reactant: C1(C)C=CC(S([O-])(=O)=O)=CC=1.[NH+]1C=CC=CC=1.[F:18][C:19]1[C:20]([C:34]2[S:38][C:37]3[C:39]([C:43]4[C:48]([O:49][CH2:50][CH2:51][O:52]C5CCCCO5)=[CH:47][N:46]=[C:45]([F:59])[CH:44]=4)=[CH:40][CH:41]=[CH:42][C:36]=3[CH:35]=2)=[N:21][C:22]([NH:25][CH2:26][CH2:27][N:28]2[CH2:32][CH2:31][NH:30][C:29]2=[O:33])=[N:23][CH:24]=1. Product: [F:18][C:19]1[C:20]([C:34]2[S:38][C:37]3[C:39]([C:43]4[C:48]([O:49][CH2:50][CH2:51][OH:52])=[CH:47][N:46]=[C:45]([F:59])[CH:44]=4)=[CH:40][CH:41]=[CH:42][C:36]=3[CH:35]=2)=[N:21][C:22]([NH:25][CH2:26][CH2:27][N:28]2[CH2:32][CH2:31][NH:30][C:29]2=[O:33])=[N:23][CH:24]=1. The catalyst class is: 8.